From a dataset of Forward reaction prediction with 1.9M reactions from USPTO patents (1976-2016). Predict the product of the given reaction. (1) Given the reactants [F:1][C:2]1[C:7]([N+:8]([O-:10])=[O:9])=[CH:6][CH:5]=[C:4]([F:11])[C:3]=1[C:12]1[N:17]=[C:16]([C:18]([OH:20])=[O:19])[CH:15]=[CH:14][C:13]=1[F:21].S(=O)(=O)(O)O.[CH3:27]O, predict the reaction product. The product is: [F:1][C:2]1[C:7]([N+:8]([O-:10])=[O:9])=[CH:6][CH:5]=[C:4]([F:11])[C:3]=1[C:12]1[N:17]=[C:16]([C:18]([O:20][CH3:27])=[O:19])[CH:15]=[CH:14][C:13]=1[F:21]. (2) Given the reactants [Cl-:1].[CH3:2][N+:3]1[CH:8]=[CH:7][C:6]([NH:9][C:10]2[CH:15]=[CH:14][C:13]([C:16]([NH:18][C:19]3[CH:24]=[CH:23][C:22]([N+:25]([O-])=O)=[CH:21][CH:20]=3)=[O:17])=[CH:12][CH:11]=2)=[CH:5][CH:4]=1.O, predict the reaction product. The product is: [Cl-:1].[NH2:25][C:22]1[CH:23]=[CH:24][C:19]([NH:18][C:16]([C:13]2[CH:14]=[CH:15][C:10]([NH:9][C:6]3[CH:5]=[CH:4][N+:3]([CH3:2])=[CH:8][CH:7]=3)=[CH:11][CH:12]=2)=[O:17])=[CH:20][CH:21]=1. (3) The product is: [Cl:27][C:28]1[CH:29]=[C:30]([N:34]2[C:5]([C:7]3[C:12](=[O:13])[CH:11]=[CH:10][N:9]([C:14]4[CH:19]=[CH:18][C:17]([O:20][CH2:21][C:22]([F:24])([F:23])[F:25])=[CH:16][CH:15]=4)[N:8]=3)=[CH:4][CH:3]=[N:35]2)[CH:31]=[CH:32][CH:33]=1. Given the reactants CN(C)/[CH:3]=[CH:4]/[C:5]([C:7]1[C:12](=[O:13])[CH:11]=[CH:10][N:9]([C:14]2[CH:19]=[CH:18][C:17]([O:20][CH2:21][C:22]([F:25])([F:24])[F:23])=[CH:16][CH:15]=2)[N:8]=1)=O.[Cl:27][C:28]1[CH:29]=[C:30]([NH:34][NH2:35])[CH:31]=[CH:32][CH:33]=1, predict the reaction product. (4) Given the reactants [NH2:1][CH:2]1[CH2:16][CH:5]2[CH2:6][N:7]([C:9]([O:11][C:12]([CH3:15])([CH3:14])[CH3:13])=[O:10])[CH2:8][CH:4]2[CH2:3]1.[N-:17]=[N+:18]=[N-:19].[Na+].[C:21](O)(=O)C, predict the reaction product. The product is: [N:1]1([CH:2]2[CH2:16][CH:5]3[CH2:6][N:7]([C:9]([O:11][C:12]([CH3:13])([CH3:15])[CH3:14])=[O:10])[CH2:8][CH:4]3[CH2:3]2)[CH:21]=[N:19][N:18]=[N:17]1. (5) The product is: [Cl:12][C:6]1[CH:7]=[CH:8][CH:9]=[C:10]2[C:5]=1[O:4][C:3](=[O:13])[C:2]([C:19]1[S:20][CH:21]=[CH:22][N:23]=1)=[CH:11]2. Given the reactants Br[C:2]1[C:3](=[O:13])[O:4][C:5]2[C:10]([CH:11]=1)=[CH:9][CH:8]=[CH:7][C:6]=2[Cl:12].C([Sn](CCCC)(CCCC)[C:19]1[S:20][CH:21]=[CH:22][N:23]=1)CCC, predict the reaction product. (6) Given the reactants [CH3:1][C:2]1([CH3:34])[CH2:11][C@@H:10]([NH:12][C:13](=[O:29])[NH:14][C:15]2[CH:24]=[CH:23][CH:22]=[C:21]3[C:16]=2[CH:17]=[C:18]([NH:25]C(=O)C)[N:19]=[CH:20]3)[C:9]2[C:4](=[CH:5][C:6]([C:30]([F:33])([F:32])[F:31])=[CH:7][CH:8]=2)[O:3]1.[OH-].[Na+], predict the reaction product. The product is: [NH2:25][C:18]1[N:19]=[CH:20][C:21]2[C:16]([CH:17]=1)=[C:15]([NH:14][C:13]([NH:12][C@H:10]1[C:9]3[C:4](=[CH:5][C:6]([C:30]([F:33])([F:31])[F:32])=[CH:7][CH:8]=3)[O:3][C:2]([CH3:34])([CH3:1])[CH2:11]1)=[O:29])[CH:24]=[CH:23][CH:22]=2. (7) The product is: [F:28][C:27]1[CH:26]=[CH:25][C:24]([CH2:29][C@@H:30]([CH3:36])[C:31]([O:33][CH2:34][CH3:35])=[O:32])=[CH:23][C:22]=1[NH:21][C:19](=[O:20])[C@H:12]([CH:13]([C:15]([F:18])([F:17])[F:16])[CH3:14])[NH2:11]. Given the reactants C(OC([NH:11][C@H:12]([C:19]([NH:21][C:22]1[CH:23]=[C:24]([CH2:29][C@@H:30]([CH3:36])[C:31]([O:33][CH2:34][CH3:35])=[O:32])[CH:25]=[CH:26][C:27]=1[F:28])=[O:20])[CH:13]([C:15]([F:18])([F:17])[F:16])[CH3:14])=O)C1C=CC=CC=1, predict the reaction product. (8) Given the reactants [F:1][C:2]1[CH:3]=[CH:4][C:5]([NH2:18])=[C:6]([CH:17]=1)[C:7]([NH:9][C:10]1[CH:15]=[CH:14][C:13]([Cl:16])=[CH:12][N:11]=1)=[O:8].N1C=CC=CC=1.[C:25]([O:28][C:29]1[CH:37]=[C:36]([F:38])[CH:35]=[CH:34][C:30]=1[C:31](Cl)=[O:32])(=[O:27])[CH3:26], predict the reaction product. The product is: [Cl:16][C:13]1[CH:14]=[CH:15][C:10]([NH:9][C:7](=[O:8])[C:6]2[CH:17]=[C:2]([F:1])[CH:3]=[CH:4][C:5]=2[NH:18][C:31](=[O:32])[C:30]2[CH:34]=[CH:35][C:36]([F:38])=[CH:37][C:29]=2[O:28][C:25](=[O:27])[CH3:26])=[N:11][CH:12]=1.